From a dataset of Full USPTO retrosynthesis dataset with 1.9M reactions from patents (1976-2016). Predict the reactants needed to synthesize the given product. (1) Given the product [ClH:40].[ClH:40].[NH2:28][CH2:27][CH2:26][N:25]1[C:18]2[C:17]([NH:16][C:13]3[CH:14]=[CH:15][C:10]([O:9][C:8]4[CH:37]=[CH:38][CH:39]=[C:6]([O:5][CH2:4][CH:1]5[CH2:3][CH2:2]5)[CH:7]=4)=[C:11]([CH3:36])[CH:12]=3)=[N:22][CH:21]=[N:20][C:19]=2[CH:23]=[CH:24]1, predict the reactants needed to synthesize it. The reactants are: [CH:1]1([CH2:4][O:5][C:6]2[CH:7]=[C:8]([CH:37]=[CH:38][CH:39]=2)[O:9][C:10]2[CH:15]=[CH:14][C:13]([NH:16][C:17]3[C:18]4[N:25]([CH2:26][CH2:27][NH:28]C(=O)OC(C)(C)C)[CH:24]=[CH:23][C:19]=4[N:20]=[CH:21][N:22]=3)=[CH:12][C:11]=2[CH3:36])[CH2:3][CH2:2]1.[ClH:40]. (2) Given the product [NH:13]([C:2]1[N:7]=[CH:6][C:5]([C:8]([OH:11])([CH3:10])[CH3:9])=[CH:4][CH:3]=1)[NH2:14], predict the reactants needed to synthesize it. The reactants are: Cl[C:2]1[N:7]=[CH:6][C:5]([C:8]([OH:11])([CH3:10])[CH3:9])=[CH:4][CH:3]=1.O.[NH2:13][NH2:14]. (3) Given the product [CH2:1]([O:3][C:4]([C:6]12[CH2:8][CH:7]1[CH:9]=[CH:10][CH2:40][CH2:39][CH2:38][CH2:37][N:35]([CH3:36])[C:34](=[O:43])[CH:15]1[CH:14]([CH2:18][CH:17]([O:19][C:20]3[CH:25]=[C:24]([C:26]4[CH:31]=[CH:30][CH:29]=[CH:28][CH:27]=4)[N:23]=[C:22]([O:32][CH3:33])[N:21]=3)[CH2:16]1)[C:12](=[O:13])[NH:11]2)=[O:5])[CH3:2], predict the reactants needed to synthesize it. The reactants are: [CH2:1]([O:3][C:4]([C:6]1([NH:11][C:12]([CH:14]2[CH2:18][CH:17]([O:19][C:20]3[CH:25]=[C:24]([C:26]4[CH:31]=[CH:30][CH:29]=[CH:28][CH:27]=4)[N:23]=[C:22]([O:32][CH3:33])[N:21]=3)[CH2:16][CH:15]2[C:34](=[O:43])[N:35]([CH2:37][CH2:38][CH2:39][CH2:40]C=C)[CH3:36])=[O:13])[CH2:8][CH:7]1[CH:9]=[CH2:10])=[O:5])[CH3:2]. (4) The reactants are: [Br:1][C:2]1[C:20]([CH3:21])=[C:19]([N+:22]([O-])=O)[CH:18]=[C:17]([Br:25])[C:3]=1[O:4][C:5]1[CH:10]=[C:9]([CH:11]([CH3:13])[CH3:12])[C:8]([OH:14])=[C:7]([CH2:15][OH:16])[CH:6]=1.[O-]S(S([O-])=O)=O.[Na+].[Na+].C([O-])(O)=O.[Na+]. Given the product [NH2:22][C:19]1[CH:18]=[C:17]([Br:25])[C:3]([O:4][C:5]2[CH:10]=[C:9]([CH:11]([CH3:13])[CH3:12])[C:8]([OH:14])=[C:7]([CH2:15][OH:16])[CH:6]=2)=[C:2]([Br:1])[C:20]=1[CH3:21], predict the reactants needed to synthesize it. (5) Given the product [CH3:9][S:8]([C:5]1[CH:4]=[CH:3][C:2]([CH3:1])=[CH:7][N:6]=1)=[O:14].[CH3:9][S:8]([C:5]1[CH:4]=[CH:3][C:2]([CH3:1])=[CH:7][N:6]=1)(=[O:14])=[O:10], predict the reactants needed to synthesize it. The reactants are: [CH3:1][C:2]1[CH:3]=[CH:4][C:5]([S:8][CH3:9])=[N:6][CH:7]=1.[OH-:10].[Na+].CC(O)=[O:14]. (6) Given the product [C:25]1([C:28]2[CH:29]=[CH:30][CH:31]=[CH:32][CH:33]=2)[CH:26]=[CH:27][C:22]([C:13]2[N:14]([C:15]3[CH:20]=[CH:19][CH:18]=[CH:17][C:16]=3[F:21])[C:10]([CH2:9][OH:8])=[N:11][N:12]=2)=[CH:23][CH:24]=1, predict the reactants needed to synthesize it. The reactants are: C([O:8][CH2:9][C:10]1[N:14]([C:15]2[CH:20]=[CH:19][CH:18]=[CH:17][C:16]=2[F:21])[C:13]([C:22]2[CH:27]=[CH:26][C:25]([C:28]3[CH:33]=[CH:32][CH:31]=[CH:30][CH:29]=3)=[CH:24][CH:23]=2)=[N:12][N:11]=1)C1C=CC=CC=1.B(Cl)(Cl)Cl.CCCCCC.CO.C(=O)([O-])O.[Na+]. (7) The reactants are: [NH2:1][C:2]([CH:4]1[CH2:9][CH2:8][CH2:7][N:6]([C:10]2[N:11]=[C:12]3[CH:29]=[C:28]([C:30]([NH:32][C:33]4[S:34][CH:35]=[C:36]([C:38]([CH3:41])([CH3:40])[CH3:39])[N:37]=4)=[O:31])[CH:27]=[CH:26][N:13]3[C:14](=[O:25])[C:15]=2/[CH:16]=[CH:17]/[C:18]([O:20]C(C)(C)C)=[O:19])[CH2:5]1)=[O:3]. Given the product [NH2:1][C:2]([CH:4]1[CH2:9][CH2:8][CH2:7][N:6]([C:10]2[N:11]=[C:12]3[CH:29]=[C:28]([C:30]([NH:32][C:33]4[S:34][CH:35]=[C:36]([C:38]([CH3:41])([CH3:40])[CH3:39])[N:37]=4)=[O:31])[CH:27]=[CH:26][N:13]3[C:14](=[O:25])[C:15]=2/[CH:16]=[CH:17]/[C:18]([OH:20])=[O:19])[CH2:5]1)=[O:3], predict the reactants needed to synthesize it. (8) Given the product [CH2:1]([O:3][C:4]([N:6]1[C:15]2[C:10](=[N:11][C:12]([O:16][CH3:17])=[CH:13][CH:14]=2)[C@H:9]([NH2:18])[CH2:8][C@@H:7]1[CH2:30][CH3:31])=[O:5])[CH3:2], predict the reactants needed to synthesize it. The reactants are: [CH2:1]([O:3][C:4]([N:6]1[C:15]2[C:10](=[N:11][C:12]([O:16][CH3:17])=[CH:13][CH:14]=2)[C@H:9]([NH:18]C(O[C@H](C2C=CC=CC=2)C)=O)[CH2:8][C@@H:7]1[CH2:30][CH3:31])=[O:5])[CH3:2]. (9) Given the product [CH2:14]([N:11]1[C:6]2=[N:7][C:8]([CH2:9][CH3:10])=[C:3]([CH2:2][NH:1][C:32]([NH:31][CH2:30][CH2:29][C:23]3[CH:28]=[CH:27][CH:26]=[CH:25][CH:24]=3)=[O:33])[C:4]([NH:16][CH:17]3[CH2:18][CH2:19][O:20][CH2:21][CH2:22]3)=[C:5]2[CH:13]=[N:12]1)[CH3:15], predict the reactants needed to synthesize it. The reactants are: [NH2:1][CH2:2][C:3]1[C:8]([CH2:9][CH3:10])=[N:7][C:6]2[N:11]([CH2:14][CH3:15])[N:12]=[CH:13][C:5]=2[C:4]=1[NH:16][CH:17]1[CH2:22][CH2:21][O:20][CH2:19][CH2:18]1.[C:23]1([CH2:29][CH2:30][NH:31][C:32](=O)[O:33]C2C=CC([N+]([O-])=O)=CC=2)[CH:28]=[CH:27][CH:26]=[CH:25][CH:24]=1. (10) The reactants are: [F:1][C:2]1[CH:10]=[CH:9][C:5]([C:6]([OH:8])=[O:7])=[C:4]([NH2:11])[CH:3]=1.[CH3:12][Si](C=[N+]=[N-])(C)C. Given the product [CH3:12][O:7][C:6](=[O:8])[C:5]1[CH:9]=[CH:10][C:2]([F:1])=[CH:3][C:4]=1[NH2:11], predict the reactants needed to synthesize it.